From a dataset of Reaction yield outcomes from USPTO patents with 853,638 reactions. Predict the reaction yield, written as a fraction of the theoretical maximum amount of product (1.0 means a 100% yield; for example, 0.34 means a 34% yield). (1) The reactants are [N+:1]([C:4]1[C:5]([CH:14]([C:16]2[CH:21]=[CH:20][C:19]([C:22]([F:25])([F:24])[F:23])=[CH:18][CH:17]=2)[OH:15])=[CH:6][CH:7]=[C:8]2[C:13]=1[N:12]=[CH:11][CH:10]=[CH:9]2)([O-:3])=[O:2].C1C=C[NH+]=CC=1.C1C=C[NH+]=CC=1.[O-][Cr](O[Cr]([O-])(=O)=O)(=O)=O. The catalyst is C(Cl)Cl. The product is [N+:1]([C:4]1[C:5]([C:14]([C:16]2[CH:21]=[CH:20][C:19]([C:22]([F:25])([F:23])[F:24])=[CH:18][CH:17]=2)=[O:15])=[CH:6][CH:7]=[C:8]2[C:13]=1[N:12]=[CH:11][CH:10]=[CH:9]2)([O-:3])=[O:2]. The yield is 0.660. (2) The reactants are [F:1][C:2]1[CH:3]=[C:4]([NH:22][C:23](=[O:29])[O:24][C:25]([CH3:28])([CH3:27])[CH3:26])[CH:5]=[CH:6][C:7]=1[O:8][C:9]1[C:18]2[C:13](=[CH:14][C:15]([OH:21])=[C:16]([O:19][CH3:20])[CH:17]=2)[N:12]=[CH:11][CH:10]=1.C([O-])([O-])=O.[K+].[K+].Br[CH2:37][CH2:38][CH2:39][OH:40]. The catalyst is CN(C=O)C. The product is [F:1][C:2]1[CH:3]=[C:4]([NH:22][C:23](=[O:29])[O:24][C:25]([CH3:26])([CH3:28])[CH3:27])[CH:5]=[CH:6][C:7]=1[O:8][C:9]1[C:18]2[C:13](=[CH:14][C:15]([O:21][CH2:37][CH2:38][CH2:39][OH:40])=[C:16]([O:19][CH3:20])[CH:17]=2)[N:12]=[CH:11][CH:10]=1. The yield is 0.650. (3) The reactants are [O:1]1[CH:3]([CH2:4][CH3:5])[CH2:2]1.[CH3:6][O:7][C:8]1[CH:9]=[C:10]([Mg]Br)[CH:11]=[CH:12][CH:13]=1. The catalyst is C1COCC1.[Cu]I. The product is [CH3:6][O:7][C:8]1[CH:9]=[C:10]([CH2:2][CH:3]([OH:1])[CH2:4][CH3:5])[CH:11]=[CH:12][CH:13]=1. The yield is 0.940. (4) The reactants are [CH3:1][C:2]1[N:7]=[CH:6][C:5]([CH2:8][O:9][C:10]2[CH:15]=[CH:14][N:13]([C:16]3[CH:21]=[CH:20][C:19]4[C:22]5[CH2:23][N:24](C(OC(C)(C)C)=O)[CH2:25][CH2:26][CH2:27][C:28]=5[O:29][C:18]=4[CH:17]=3)[C:12](=[O:37])[CH:11]=2)=[CH:4][CH:3]=1.Cl.C([O-])(O)=O.[Na+]. The catalyst is CO.CCOCC. The product is [CH3:1][C:2]1[N:7]=[CH:6][C:5]([CH2:8][O:9][C:10]2[CH:15]=[CH:14][N:13]([C:16]3[CH:21]=[CH:20][C:19]4[C:22]5[CH2:23][NH:24][CH2:25][CH2:26][CH2:27][C:28]=5[O:29][C:18]=4[CH:17]=3)[C:12](=[O:37])[CH:11]=2)=[CH:4][CH:3]=1. The yield is 0.840.